This data is from Forward reaction prediction with 1.9M reactions from USPTO patents (1976-2016). The task is: Predict the product of the given reaction. Given the reactants C(=O)([O-])[O-].[K+].[K+].[CH3:7][O:8][C:9](=[O:35])[NH:10][C@H:11]([C:15]([N:17]1[CH2:21][CH2:20][CH2:19][C@H:18]1[C:22]1[NH:23][CH:24]=[C:25]([C:27]2[CH:32]=[CH:31][C:30](Br)=[C:29]([CH3:34])[CH:28]=2)[N:26]=1)=[O:16])[CH:12]([CH3:14])[CH3:13].[CH3:36][C:37]1[CH:38]=[C:39]([NH2:52])[CH:40]=[CH:41][C:42]=1B1OC(C)(C)C(C)(C)O1.C1(C)C=CC=CC=1.O, predict the reaction product. The product is: [CH3:7][O:8][C:9](=[O:35])[NH:10][C@H:11]([C:15]([N:17]1[CH2:21][CH2:20][CH2:19][C@H:18]1[C:22]1[NH:23][CH:24]=[C:25]([C:27]2[CH:32]=[CH:31][C:30]([C:42]3[CH:41]=[CH:40][C:39]([NH2:52])=[CH:38][C:37]=3[CH3:36])=[C:29]([CH3:34])[CH:28]=2)[N:26]=1)=[O:16])[CH:12]([CH3:14])[CH3:13].